From a dataset of Forward reaction prediction with 1.9M reactions from USPTO patents (1976-2016). Predict the product of the given reaction. (1) The product is: [C:2]([C:4]1([NH:7][C:8]([C@@H:10]2[CH2:14][C@@H:13]([S:15]([C:18]3[CH:23]=[CH:22][CH:21]=[CH:20][C:19]=3[Cl:24])(=[O:17])=[O:16])[CH2:12][N:11]2[CH:25]2[CH2:28][CH2:27][CH2:26]2)=[O:9])[CH2:6][CH2:5]1)#[N:3]. Given the reactants Cl.[C:2]([C:4]1([NH:7][C:8]([C@@H:10]2[CH2:14][C@@H:13]([S:15]([C:18]3[CH:23]=[CH:22][CH:21]=[CH:20][C:19]=3[Cl:24])(=[O:17])=[O:16])[CH2:12][NH:11]2)=[O:9])[CH2:6][CH2:5]1)#[N:3].[C:25]1(=O)[CH2:28][CH2:27][CH2:26]1, predict the reaction product. (2) Given the reactants [CH3:1][C:2]1[N:3]([C:8]2[CH:15]=[CH:14][CH:13]=[CH:12][C:9]=2[C:10]#[N:11])[CH:4]=[C:5]([CH3:7])[N:6]=1.[N+:16]([O-])([OH:18])=[O:17].C(=O)(O)[O-].[Na+], predict the reaction product. The product is: [CH3:1][C:2]1[N:3]([C:8]2[CH:15]=[CH:14][CH:13]=[CH:12][C:9]=2[C:10]#[N:11])[C:4]([N+:16]([O-:18])=[O:17])=[C:5]([CH3:7])[N:6]=1.